Task: Predict the product of the given reaction.. Dataset: Forward reaction prediction with 1.9M reactions from USPTO patents (1976-2016) (1) Given the reactants Br.Br[C:3]1[CH:14]=[N:13][C:6]2[NH:7][CH2:8][CH2:9][N:10]([CH3:12])[CH2:11][C:5]=2[CH:4]=1.[C:15]([O:19][C:20]([CH3:23])([CH3:22])[CH3:21])(=[O:18])[CH:16]=[CH2:17], predict the reaction product. The product is: [C:20]([O:19][C:15](=[O:18])[CH:16]=[CH:17][C:3]1[CH:14]=[N:13][C:6]2[NH:7][CH2:8][CH2:9][N:10]([CH3:12])[CH2:11][C:5]=2[CH:4]=1)([CH3:23])([CH3:22])[CH3:21]. (2) Given the reactants Cl[CH:2]([C:4]1[CH:9]=[CH:8][CH:7]=[CH:6][CH:5]=1)[CH3:3].[Cl:10][SiH:11]([Cl:13])[Cl:12], predict the reaction product. The product is: [C:3]1([CH:2]([C:4]2[CH:9]=[CH:8][CH:7]=[CH:6][CH:5]=2)[Si:11]([Cl:13])([Cl:12])[Cl:10])[CH:6]=[CH:5][CH:4]=[CH:2][CH:3]=1. (3) Given the reactants [N+:1]([C:4]1[CH:9]=[CH:8][C:7]([C:10]2[NH:14][N:13]=[CH:12][CH:11]=2)=[CH:6][CH:5]=1)([O-:3])=[O:2].[Br:15]N1C(=O)CCC1=O, predict the reaction product. The product is: [Br:15][C:11]1[C:10]([C:7]2[CH:6]=[CH:5][C:4]([N+:1]([O-:3])=[O:2])=[CH:9][CH:8]=2)=[N:14][NH:13][CH:12]=1. (4) The product is: [OH:25][CH:14]([C:9]1[C:10]([CH3:13])=[N:11][O:12][C:8]=1[C:5]1[CH:6]=[CH:7][C:2]([C:34]2[CH:35]=[CH:36][C:37]([C:40]3([C:43]([NH:45][S:46]([CH3:49])(=[O:48])=[O:47])=[O:44])[CH2:42][CH2:41]3)=[CH:38][CH:39]=2)=[CH:3][CH:4]=1)[CH2:15][O:16][CH2:17][CH2:18][C:19]1[CH:24]=[CH:23][CH:22]=[CH:21][CH:20]=1. Given the reactants Br[C:2]1[CH:7]=[CH:6][C:5]([C:8]2[O:12][N:11]=[C:10]([CH3:13])[C:9]=2[CH:14]([OH:25])[CH2:15][O:16][CH2:17][CH2:18][C:19]2[CH:24]=[CH:23][CH:22]=[CH:21][CH:20]=2)=[CH:4][CH:3]=1.CC1(C)C(C)(C)OB([C:34]2[CH:39]=[CH:38][C:37]([C:40]3([C:43]([NH:45][S:46]([CH3:49])(=[O:48])=[O:47])=[O:44])[CH2:42][CH2:41]3)=[CH:36][CH:35]=2)O1, predict the reaction product. (5) Given the reactants [N:1]1[N:5]2[CH:6]=[C:7](O)[CH:8]=[CH:9][C:4]2=[CH:3][CH:2]=1.[O-]S(C(F)(F)F)(=O)=O.[CH2:19](N(CC)CC)[CH3:20], predict the reaction product. The product is: [C:19]([C:7]1[CH:8]=[CH:9][C:4]2[N:5]([N:1]=[CH:2][CH:3]=2)[CH:6]=1)#[CH:20]. (6) Given the reactants Br[CH2:2][C:3]1[N:7]([CH3:8])[N:6]([C:9]2[CH:14]=[CH:13][C:12]([F:15])=[CH:11][CH:10]=2)[C:5](=[O:16])[C:4]=1[Cl:17].C(OC([N:25]1[CH2:30][CH:29]=[C:28]([C:31]2[CH:36]=[C:35]([Cl:37])[CH:34]=[CH:33][C:32]=2[CH3:38])[CH2:27][CH2:26]1)=O)(C)(C)C.C(=O)([O-])[O-].[K+].[K+], predict the reaction product. The product is: [Cl:17][C:4]1[C:5](=[O:16])[N:6]([C:9]2[CH:14]=[CH:13][C:12]([F:15])=[CH:11][CH:10]=2)[N:7]([CH3:8])[C:3]=1[CH2:2][N:25]1[CH2:26][CH:27]=[C:28]([C:31]2[CH:36]=[C:35]([Cl:37])[CH:34]=[CH:33][C:32]=2[CH3:38])[CH2:29][CH2:30]1.